This data is from Forward reaction prediction with 1.9M reactions from USPTO patents (1976-2016). The task is: Predict the product of the given reaction. (1) The product is: [C:9]([O:8][C:6]([NH:5][C@H:4]([C:3]([OH:25])=[O:2])[CH2:13][S:14][C:15]1[CH:20]=[CH:19][C:18]([C:21]([OH:23])=[O:22])=[CH:17][C:16]=1[NH2:24])=[O:7])([CH3:12])([CH3:10])[CH3:11]. Given the reactants C[O:2][C:3](=[O:25])[C@H:4]([CH2:13][S:14][C:15]1[CH:20]=[CH:19][C:18]([C:21]([OH:23])=[O:22])=[CH:17][C:16]=1[NH2:24])[NH:5][C:6]([O:8][C:9]([CH3:12])([CH3:11])[CH3:10])=[O:7].[OH-].[Na+], predict the reaction product. (2) Given the reactants Br[C:2]1[CH:7]=[CH:6][C:5]([S:8]([CH2:11][CH:12]2[CH2:17][CH2:16][O:15][CH2:14][CH2:13]2)(=[O:10])=[O:9])=[CH:4][CH:3]=1.[CH3:18][C@@H:19]1[CH2:23][CH2:22][CH2:21][N:20]1[CH2:24][CH2:25][C:26]1[CH:31]=[CH:30][C:29](B(O)O)=[CH:28][CH:27]=1, predict the reaction product. The product is: [CH3:18][C@@H:19]1[CH2:23][CH2:22][CH2:21][N:20]1[CH2:24][CH2:25][C:26]1[CH:31]=[CH:30][C:29]([C:2]2[CH:7]=[CH:6][C:5]([S:8]([CH2:11][CH:12]3[CH2:17][CH2:16][O:15][CH2:14][CH2:13]3)(=[O:10])=[O:9])=[CH:4][CH:3]=2)=[CH:28][CH:27]=1. (3) The product is: [CH3:16][C:17]1[CH:22]=[CH:21][CH:20]=[CH:19][C:18]=1[C:2]1[CH:7]=[CH:6][C:5]([C:8]#[C:9][C:10]2[N:11]=[C:12]([CH3:15])[S:13][CH:14]=2)=[CH:4][N:3]=1. Given the reactants Cl[C:2]1[CH:7]=[CH:6][C:5]([C:8]#[C:9][C:10]2[N:11]=[C:12]([CH3:15])[S:13][CH:14]=2)=[CH:4][N:3]=1.[CH3:16][C:17]1[CH:22]=[CH:21][CH:20]=[CH:19][C:18]=1B(O)O.C(=O)([O-])[O-].[K+].[K+], predict the reaction product. (4) Given the reactants [NH2:1][C:2]1[CH:3]=[C:4]([C:10]2[O:11][C:12]3[CH:18]=[CH:17][C:16]([C:19]4[O:20][C:21]5[CH:27]=[CH:26][CH:25]=[CH:24][C:22]=5[CH:23]=4)=[CH:15][C:13]=3[N:14]=2)[C:5]([O:8][CH3:9])=[CH:6][CH:7]=1.[CH:28]1[C:33]([C:34]([OH:36])=[O:35])=[CH:32][C:31]2[C:37]([O:39][C:40](=O)[C:30]=2[CH:29]=1)=[O:38], predict the reaction product. The product is: [CH3:9][O:8][C:5]1[C:4]([C:10]2[O:11][C:12]3[CH:18]=[CH:17][C:16]([C:19]4[O:20][C:21]5[CH:27]=[CH:26][CH:25]=[CH:24][C:22]=5[CH:23]=4)=[CH:15][C:13]=3[N:14]=2)=[CH:3][C:2]([N:1]2[C:37](=[O:38])[C:31]3[C:30](=[CH:29][CH:28]=[C:33]([C:34]([OH:36])=[O:35])[CH:32]=3)[C:40]2=[O:39])=[CH:7][CH:6]=1. (5) Given the reactants [C:1]1([C:7](=[CH:11][C:12]2[CH:17]=[CH:16][C:15]([OH:18])=[C:14]([O:19][CH3:20])[CH:13]=2)C(O)=O)[CH:6]=[CH:5][CH:4]=[CH:3][CH:2]=1.C([O-])(O)=O.[Na+], predict the reaction product. The product is: [OH:18][C:15]1[CH:16]=[CH:17][C:12]([CH:11]=[CH:7][C:1]2[CH:2]=[CH:3][CH:4]=[CH:5][CH:6]=2)=[CH:13][C:14]=1[O:19][CH3:20]. (6) Given the reactants [CH3:1][O:2][C:3]1[CH:22]=[CH:21][C:6]([CH2:7][C@@H:8]2[C:12]3=[N:13][C:14]4[CH:19]=[CH:18][CH:17]=[CH:16][C:15]=4[N:11]3[C:10](=[O:20])[NH:9]2)=[CH:5][CH:4]=1.[Cl:23][C:24]1[CH:29]=[CH:28][C:27]([C@@H:30]([NH2:32])[CH3:31])=[CH:26][CH:25]=1.C(O)(C(F)(F)F)=O, predict the reaction product. The product is: [NH:11]1[C:15]2[CH:16]=[CH:17][CH:18]=[CH:19][C:14]=2[N:13]=[C:12]1[C@H:8]([NH:9][C:10]([NH:32][C@H:30]([C:27]1[CH:28]=[CH:29][C:24]([Cl:23])=[CH:25][CH:26]=1)[CH3:31])=[O:20])[CH2:7][C:6]1[CH:21]=[CH:22][C:3]([O:2][CH3:1])=[CH:4][CH:5]=1. (7) Given the reactants [C:1](Cl)(=[O:3])[CH3:2].[F:5][C:6]1[CH:7]=[C:8]([CH:16]=[CH:17][CH:18]=1)[CH:9]=[C:10]1[CH2:15][CH2:14][CH2:13][NH:12][CH2:11]1.C(N(C(C)C)CC)(C)C, predict the reaction product. The product is: [F:5][C:6]1[CH:7]=[C:8]([CH:16]=[CH:17][CH:18]=1)[CH:9]=[C:10]1[CH2:15][CH2:14][CH2:13][N:12]([C:1](=[O:3])[CH3:2])[CH2:11]1. (8) Given the reactants [CH3:1][O:2][C:3]1[CH:4]=[C:5]([CH2:10][CH2:11][N:12]2[CH2:17][CH2:16][N:15]([CH2:18][CH2:19][CH2:20][C:21]3[CH:26]=[CH:25][CH:24]=[CH:23][CH:22]=3)[CH2:14][CH2:13]2)[CH:6]=[CH:7][C:8]=1[OH:9].[ClH:27], predict the reaction product. The product is: [ClH:27].[ClH:27].[CH3:1][O:2][C:3]1[CH:4]=[C:5]([CH2:10][CH2:11][N:12]2[CH2:13][CH2:14][N:15]([CH2:18][CH2:19][CH2:20][C:21]3[CH:26]=[CH:25][CH:24]=[CH:23][CH:22]=3)[CH2:16][CH2:17]2)[CH:6]=[CH:7][C:8]=1[OH:9]. (9) Given the reactants [Cl:1][C:2]1[CH:7]=[C:6]([F:8])[CH:5]=[CH:4][C:3]=1[C:9]1[N:13]([CH3:14])[N:12]=[C:11]([CH3:15])[C:10]=1[C:16]([O:18]C)=[O:17].[OH-].[Na+].Cl, predict the reaction product. The product is: [Cl:1][C:2]1[CH:7]=[C:6]([F:8])[CH:5]=[CH:4][C:3]=1[C:9]1[N:13]([CH3:14])[N:12]=[C:11]([CH3:15])[C:10]=1[C:16]([OH:18])=[O:17]. (10) Given the reactants [Cl-].O[NH3+:3].[C:4](=[O:7])([O-])[OH:5].[Na+].CS(C)=O.[CH2:13]([C:17]1[N:22]2[N:23]=[CH:24][N:25]=[C:21]2[N:20]([CH:26]2[CH2:31][CH2:30][O:29][C:28]([CH3:33])([CH3:32])[CH2:27]2)[C:19](=[O:34])[C:18]=1[CH2:35][C:36]1[CH:41]=[CH:40][C:39]([C:42]2[C:43]([C:48]#[N:49])=[CH:44][CH:45]=[CH:46][CH:47]=2)=[CH:38][CH:37]=1)[CH2:14][CH2:15][CH3:16], predict the reaction product. The product is: [CH2:13]([C:17]1[N:22]2[N:23]=[CH:24][N:25]=[C:21]2[N:20]([CH:26]2[CH2:31][CH2:30][O:29][C:28]([CH3:32])([CH3:33])[CH2:27]2)[C:19](=[O:34])[C:18]=1[CH2:35][C:36]1[CH:41]=[CH:40][C:39]([C:42]2[CH:47]=[CH:46][CH:45]=[CH:44][C:43]=2[C:48]2[NH:3][C:4](=[O:7])[O:5][N:49]=2)=[CH:38][CH:37]=1)[CH2:14][CH2:15][CH3:16].